From a dataset of Forward reaction prediction with 1.9M reactions from USPTO patents (1976-2016). Predict the product of the given reaction. (1) Given the reactants [C:1]1(=[O:8])[CH2:6][CH2:5][CH2:4][CH2:3][C:2]1=O.BrBr.[CH3:11][C:12]1[C:20]([C:21](=[S:23])[NH2:22])=[C:15]2[CH:16]=[CH:17][CH:18]=[CH:19][N:14]2[N:13]=1, predict the reaction product. The product is: [CH3:11][C:12]1[C:20]([C:21]2[S:23][C:3]3[CH2:4][CH2:5][CH2:6][C:1](=[O:8])[C:2]=3[N:22]=2)=[C:15]2[CH:16]=[CH:17][CH:18]=[CH:19][N:14]2[N:13]=1. (2) Given the reactants CC1(C)C2C(=C(P(C3C=CC=CC=3)C3C=CC=CC=3)C=CC=2)OC2C(P(C3C=CC=CC=3)C3C=CC=CC=3)=CC=CC1=2.Cl[C:44]1[CH:45]=[CH:46][C:47]2[CH2:48][N:49]([CH3:60])[CH2:50][CH:51]([CH2:55][C:56]([F:59])([F:58])[F:57])[O:52][C:53]=2[N:54]=1.[CH3:61][O:62][C:63]1[N:68]=[C:67]([NH2:69])[CH:66]=[CH:65][C:64]=1[C:70]1[CH:75]=[C:74]([CH3:76])[N:73]=[CH:72][N:71]=1.C(=O)([O-])[O-].[Cs+].[Cs+], predict the reaction product. The product is: [CH3:61][O:62][C:63]1[N:68]=[C:67]([NH:69][C:44]2[CH:45]=[CH:46][C:47]3[CH2:48][N:49]([CH3:60])[CH2:50][CH:51]([CH2:55][C:56]([F:59])([F:58])[F:57])[O:52][C:53]=3[N:54]=2)[CH:66]=[CH:65][C:64]=1[C:70]1[CH:75]=[C:74]([CH3:76])[N:73]=[CH:72][N:71]=1. (3) Given the reactants [F:1][C:2]1[CH:3]=[C:4]([C:9](=[O:11])[CH3:10])[CH:5]=[CH:6][C:7]=1F.[NH:12]1[CH2:17][CH2:16][NH:15][CH2:14][CH2:13]1, predict the reaction product. The product is: [F:1][C:2]1[CH:3]=[C:4]([C:9](=[O:11])[CH3:10])[CH:5]=[CH:6][C:7]=1[N:12]1[CH2:17][CH2:16][NH:15][CH2:14][CH2:13]1. (4) Given the reactants [F:1][C:2]([F:11])([F:10])[C:3]1[N:8]=[CH:7][C:6]([NH2:9])=[CH:5][CH:4]=1.N1C=CC=CC=1.Cl[C:19]([O:21][CH2:22][C:23]([Cl:26])([Cl:25])[Cl:24])=[O:20], predict the reaction product. The product is: [F:11][C:2]([F:1])([F:10])[C:3]1[N:8]=[CH:7][C:6]([NH:9][C:19](=[O:20])[O:21][CH2:22][C:23]([Cl:26])([Cl:25])[Cl:24])=[CH:5][CH:4]=1.